This data is from Reaction yield outcomes from USPTO patents with 853,638 reactions. The task is: Predict the reaction yield, written as a fraction of the theoretical maximum amount of product (1.0 means a 100% yield; for example, 0.34 means a 34% yield). (1) The product is [CH3:29][O:30][CH2:2][C:3]1[CH:28]=[CH:27][C:6]2[N:7]3[C:24]([C:25]#[N:26])=[CH:23][CH:22]=[C:8]3[C:9]3([CH2:11][CH2:12][NH:13][CH2:14][CH2:15]3)[O:10][C:5]=2[CH:4]=1. The reactants are Br[CH2:2][C:3]1[CH:28]=[CH:27][C:6]2[N:7]3[C:24]([C:25]#[N:26])=[CH:23][CH:22]=[C:8]3[C:9]3([CH2:15][CH2:14][N:13](C(=O)C(F)(F)F)[CH2:12][CH2:11]3)[O:10][C:5]=2[CH:4]=1.[CH3:29][O-:30].[Na+]. No catalyst specified. The yield is 0.0400. (2) The reactants are [Br:1][C:2]1[CH:3]=[C:4]2[C:9](=[CH:10][CH:11]=1)[N:8]=[CH:7][CH:6]=[C:5]2Cl.[NH:13]1[CH2:18][CH2:17][O:16][CH2:15][CH2:14]1. The catalyst is O. The product is [Br:1][C:2]1[CH:3]=[C:4]2[C:9](=[CH:10][CH:11]=1)[N:8]=[CH:7][CH:6]=[C:5]2[N:13]1[CH2:18][CH2:17][O:16][CH2:15][CH2:14]1. The yield is 0.877. (3) The reactants are [OH:1][CH2:2][CH2:3][S:4][C:5]1[CH:13]=[CH:12][C:8]([C:9]([OH:11])=[O:10])=[CH:7][CH:6]=1.[H-].[Na+].[CH3:16]I. The catalyst is CN(C=O)C. The product is [CH3:16][O:1][CH2:2][CH2:3][S:4][C:5]1[CH:13]=[CH:12][C:8]([C:9]([OH:11])=[O:10])=[CH:7][CH:6]=1. The yield is 0.600. (4) The reactants are O=[C:2]1[CH2:7][CH2:6][CH:5]([NH:8][C:9](=[O:15])[O:10][C:11]([CH3:14])([CH3:13])[CH3:12])[CH2:4][CH2:3]1.[CH3:16][C:17]([S:20]([NH2:22])=[O:21])([CH3:19])[CH3:18]. The catalyst is C1COCC1. The product is [C:17]([S:20]([N:22]=[C:2]1[CH2:7][CH2:6][CH:5]([NH:8][C:9](=[O:15])[O:10][C:11]([CH3:14])([CH3:13])[CH3:12])[CH2:4][CH2:3]1)=[O:21])([CH3:19])([CH3:18])[CH3:16]. The yield is 0.670. (5) The reactants are [N:1]1[CH:6]=[CH:5][CH:4]=[CH:3][C:2]=1[NH2:7].Cl[C:9]1[C:18]2[C:13](=[CH:14][CH:15]=[C:16](CC([O-])=O)[CH:17]=2)[N:12]=[CH:11][N:10]=1.C(=O)([O-])[O-:24].[Cs+].[Cs+]. The catalyst is C1(C)C=CC=CC=1.C1C=CC(/C=C/C(/C=C/C2C=CC=CC=2)=O)=CC=1.C1C=CC(/C=C/C(/C=C/C2C=CC=CC=2)=O)=CC=1.C1C=CC(/C=C/C(/C=C/C2C=CC=CC=2)=O)=CC=1.[Pd].[Pd]. The product is [N:1]1[CH:6]=[CH:5][CH:4]=[CH:3][C:2]=1[NH:7][C:9]1[C:18]2[C:13](=[CH:14][CH:15]=[C:16]([OH:24])[CH:17]=2)[N:12]=[CH:11][N:10]=1. The yield is 0.640. (6) The reactants are [CH:1]([Si:4]([CH:38]([CH3:40])[CH3:39])([CH:35]([CH3:37])[CH3:36])[O:5][CH2:6][CH2:7][CH:8]1[CH2:13][CH2:12][N:11]([C:14]2[N:18]3[CH:19]=[C:20]([O:23][C@H:24]4[C:33]5[C:28](=[CH:29][CH:30]=[CH:31][CH:32]=5)[C@@H:27]([NH2:34])[CH2:26][CH2:25]4)[CH:21]=[CH:22][C:17]3=[N:16][N:15]=2)[CH2:10][CH2:9]1)([CH3:3])[CH3:2].ClC(Cl)(Cl)C[O:44][C:45](=O)[NH:46][C:47]1[N:48]([C:56]2[CH:61]=[CH:60][C:59]([CH3:62])=[CH:58][CH:57]=2)[N:49]=[C:50]([C:52]([CH3:55])([CH3:54])[CH3:53])[CH:51]=1.CCN(C(C)C)C(C)C. The catalyst is O1CCOCC1. The product is [C:52]([C:50]1[CH:51]=[C:47]([NH:46][C:45]([NH:34][C@@H:27]2[C:28]3[C:33](=[CH:32][CH:31]=[CH:30][CH:29]=3)[C@H:24]([O:23][C:20]3[CH:21]=[CH:22][C:17]4[N:18]([C:14]([N:11]5[CH2:10][CH2:9][CH:8]([CH2:7][CH2:6][O:5][Si:4]([CH:35]([CH3:37])[CH3:36])([CH:1]([CH3:2])[CH3:3])[CH:38]([CH3:40])[CH3:39])[CH2:13][CH2:12]5)=[N:15][N:16]=4)[CH:19]=3)[CH2:25][CH2:26]2)=[O:44])[N:48]([C:56]2[CH:61]=[CH:60][C:59]([CH3:62])=[CH:58][CH:57]=2)[N:49]=1)([CH3:55])([CH3:53])[CH3:54]. The yield is 0.810. (7) The reactants are [C:1]([C:4]1[CH:9]=[CH:8][CH:7]=[CH:6][C:5]=1[C:10]1[C:11]([C:36]([O:38]C)=[O:37])=[CH:12][C:13]([C:16]2[CH:17]=[CH:18][C:19]3[O:23][C:22]([C:24]4[CH:29]=[CH:28][C:27]([F:30])=[CH:26][CH:25]=4)=[C:21]([C:31](=[O:34])[NH:32][CH3:33])[C:20]=3[CH:35]=2)=[CH:14][CH:15]=1)(=[O:3])[NH2:2].CO.[OH-].[Na+].Cl. The catalyst is C(OCC)(=O)C.C1COCC1. The product is [C:1]([C:4]1[CH:9]=[CH:8][CH:7]=[CH:6][C:5]=1[C:10]1[C:11]([C:36]([OH:38])=[O:37])=[CH:12][C:13]([C:16]2[CH:17]=[CH:18][C:19]3[O:23][C:22]([C:24]4[CH:29]=[CH:28][C:27]([F:30])=[CH:26][CH:25]=4)=[C:21]([C:31](=[O:34])[NH:32][CH3:33])[C:20]=3[CH:35]=2)=[CH:14][CH:15]=1)(=[O:3])[NH2:2]. The yield is 0.980. (8) The reactants are Br[C:2]1[CH:3]=[C:4]([C:14]([NH:16][CH2:17][C:18]2[C:19](=[O:26])[NH:20][C:21]([CH3:25])=[CH:22][C:23]=2[CH3:24])=[O:15])[C:5]2[CH:10]=[N:9][N:8]([CH:11]([CH3:13])[CH3:12])[C:6]=2[N:7]=1.CC1(C)C(C)(C)OB([C:35]2[CH2:40][CH2:39][N:38]([C:41]([O:43][C:44]([CH3:47])([CH3:46])[CH3:45])=[O:42])[CH2:37][CH:36]=2)O1.C([O-])([O-])=O.[Na+].[Na+].CCOC(C)=O. The catalyst is O1CCOCC1.C1C=CC([P]([Pd]([P](C2C=CC=CC=2)(C2C=CC=CC=2)C2C=CC=CC=2)([P](C2C=CC=CC=2)(C2C=CC=CC=2)C2C=CC=CC=2)[P](C2C=CC=CC=2)(C2C=CC=CC=2)C2C=CC=CC=2)(C2C=CC=CC=2)C2C=CC=CC=2)=CC=1. The product is [CH3:24][C:23]1[CH:22]=[C:21]([CH3:25])[NH:20][C:19](=[O:26])[C:18]=1[CH2:17][NH:16][C:14]([C:4]1[CH:3]=[C:2]([C:35]2[CH2:40][CH2:39][N:38]([C:41]([O:43][C:44]([CH3:47])([CH3:46])[CH3:45])=[O:42])[CH2:37][CH:36]=2)[N:7]=[C:6]2[N:8]([CH:11]([CH3:13])[CH3:12])[N:9]=[CH:10][C:5]=12)=[O:15]. The yield is 0.737. (9) The reactants are [CH2:1]([O:8][C:9]1[CH:14]=[CH:13][C:12]([C:15]2[N:16]([C:21]3[CH:26]=[CH:25][C:24]([OH:27])=[CH:23][CH:22]=3)[C:17]([CH3:20])=[CH:18][CH:19]=2)=[CH:11][CH:10]=1)[C:2]1[CH:7]=[CH:6][CH:5]=[CH:4][CH:3]=1.Br[CH2:29][CH2:30][CH2:31][CH2:32][CH2:33][CH2:34][CH2:35][CH2:36][CH2:37][CH2:38]C.C(=O)([O-])[O-].[K+].[K+].O. The catalyst is CN(C=O)C. The product is [CH2:1]([O:8][C:9]1[CH:14]=[CH:13][C:12]([C:15]2[N:16]([C:21]3[CH:22]=[CH:23][C:24]([O:27][CH2:29][CH2:30][CH2:31][CH2:32][CH2:33][CH2:34][CH2:35][CH2:36][CH2:37][CH3:38])=[CH:25][CH:26]=3)[C:17]([CH3:20])=[CH:18][CH:19]=2)=[CH:11][CH:10]=1)[C:2]1[CH:3]=[CH:4][CH:5]=[CH:6][CH:7]=1. The yield is 0.852.